Dataset: Reaction yield outcomes from USPTO patents with 853,638 reactions. Task: Predict the reaction yield, written as a fraction of the theoretical maximum amount of product (1.0 means a 100% yield; for example, 0.34 means a 34% yield). (1) The yield is 0.610. The reactants are [CH3:1][O:2][C:3]1[CH:4]=[C:5]2[C:10](=[CH:11][C:12]=1[O:13][CH3:14])[N:9]=[CH:8][CH:7]=[C:6]2[O:15][C:16]1[CH:22]=[CH:21][C:19]([NH2:20])=[C:18]([CH3:23])[C:17]=1[CH3:24].Cl[C:26](Cl)([O:28]C(=O)OC(Cl)(Cl)Cl)Cl.[CH3:37][CH2:38][CH:39]([OH:44])[CH2:40][CH2:41][CH2:42][CH3:43].C(=O)(O)[O-].[Na+]. The catalyst is C(Cl)Cl.C(N(CC)CC)C.C1(C)C=CC=CC=1. The product is [CH3:1][O:2][C:3]1[CH:4]=[C:5]2[C:10](=[CH:11][C:12]=1[O:13][CH3:14])[N:9]=[CH:8][CH:7]=[C:6]2[O:15][C:16]1[CH:22]=[CH:21][C:19]([NH:20][C:26](=[O:28])[O:44][CH:39]([CH2:38][CH3:37])[CH2:40][CH2:41][CH2:42][CH3:43])=[C:18]([CH3:23])[C:17]=1[CH3:24]. (2) The reactants are Br.[N+:2]([CH:5]1[C:14]2[C:9](=[CH:10][CH:11]=[CH:12][CH:13]=2)[CH:8]=[CH:7][NH:6]1)([O-:4])=[O:3]. The catalyst is CC(O)=O. The product is [N+:2]([C:5]1[C:14]2[C:9](=[CH:10][CH:11]=[CH:12][CH:13]=2)[CH:8]=[CH:7][N:6]=1)([O-:4])=[O:3]. The yield is 0.350. (3) The reactants are [OH:1][C@@:2]1([C:9]#[C:10][C:11]2[CH:12]=[C:13]([C:17]3[CH:22]=[C:21]([C:23]4[N:27]([CH3:28])[N:26]=[CH:25][CH:24]=4)[N:20]=[C:19]([C:29]([O:31]C)=O)[N:18]=3)[CH:14]=[CH:15][CH:16]=2)[CH2:6][CH2:5][N:4]([CH3:7])[C:3]1=[O:8].[NH3:33]. No catalyst specified. The product is [OH:1][C@@:2]1([C:9]#[C:10][C:11]2[CH:12]=[C:13]([C:17]3[CH:22]=[C:21]([C:23]4[N:27]([CH3:28])[N:26]=[CH:25][CH:24]=4)[N:20]=[C:19]([C:29]([NH2:33])=[O:31])[N:18]=3)[CH:14]=[CH:15][CH:16]=2)[CH2:6][CH2:5][N:4]([CH3:7])[C:3]1=[O:8]. The yield is 0.410. (4) The reactants are [Cl:1][C:2]1[CH:3]=[CH:4][C:5]2[N:6]([C:8]([CH2:18][C:19]([N:21]([CH2:24][CH3:25])[CH2:22][CH3:23])=[O:20])=[C:9]([C:11]3[CH:16]=[CH:15][C:14]([OH:17])=[CH:13][CH:12]=3)[N:10]=2)[CH:7]=1.[CH3:26][O:27][CH2:28][CH2:29]Br.C(=O)([O-])[O-].[K+].[K+].[I-].[K+]. The catalyst is [I-].C([N+](CCCC)(CCCC)CCCC)CCC.C(OCC)(=O)C.CN(C=O)C. The product is [CH3:26][O:27][CH2:28][CH2:29][O:17][C:14]1[CH:13]=[CH:12][C:11]([C:9]2[N:10]=[C:5]3[CH:4]=[CH:3][C:2]([Cl:1])=[CH:7][N:6]3[C:8]=2[CH2:18][C:19]([N:21]([CH2:22][CH3:23])[CH2:24][CH3:25])=[O:20])=[CH:16][CH:15]=1. The yield is 0.915. (5) The reactants are [NH2:1][C:2]1[CH:3]=[C:4]([C:16]2[CH:21]=[CH:20][CH:19]=[CH:18][C:17]=2[CH3:22])[CH:5]=[CH:6][C:7]=1[NH:8]C(=O)OC(C)(C)C.[C:23]([NH:26][C:27]1[CH:35]=[CH:34][C:30]([C:31](O)=[O:32])=[CH:29][CH:28]=1)(=[O:25])[CH3:24].CCN(C(C)C)C(C)C.CN(C(ON1N=NC2C=CC=NC1=2)=[N+](C)C)C.F[P-](F)(F)(F)(F)F. The catalyst is CN(C=O)C.O. The product is [C:23]([NH:26][C:27]1[CH:35]=[CH:34][C:30]([C:31]([NH:1][C:2]2[CH:3]=[C:4]([C:16]3[CH:21]=[CH:20][CH:19]=[CH:18][C:17]=3[CH3:22])[CH:5]=[CH:6][C:7]=2[NH2:8])=[O:32])=[CH:29][CH:28]=1)(=[O:25])[CH3:24]. The yield is 0.420. (6) The product is [O:31]=[C:26]1[NH:27][C:28](=[O:30])[C:29](=[CH:1][C:3]2[CH:4]=[CH:5][C:6]([C:9]3[CH:14]=[CH:13][CH:12]=[C:11]([CH2:15][N:16]([CH3:24])[C:17](=[O:23])[O:18][C:19]([CH3:20])([CH3:22])[CH3:21])[CH:10]=3)=[CH:7][CH:8]=2)[S:25]1. The reactants are [CH:1]([C:3]1[CH:8]=[CH:7][C:6]([C:9]2[CH:14]=[CH:13][CH:12]=[C:11]([CH2:15][N:16]([CH3:24])[C:17](=[O:23])[O:18][C:19]([CH3:22])([CH3:21])[CH3:20])[CH:10]=2)=[CH:5][CH:4]=1)=O.[S:25]1[CH2:29][C:28](=[O:30])[NH:27][C:26]1=[O:31]. No catalyst specified. The yield is 0.860. (7) The reactants are BrC1C=CC2OC(C(N)=O)=C(NC(=O)C(Br)C(C)C)C=2C=1.N1CCCC1.[Br:27][C:28]1[CH:29]=[CH:30][C:31]2[O:35][C:34]([C:36]([NH2:38])=[O:37])=[C:33]([NH:39][C:40](=O)[CH:41]([N:45]3[CH2:49][CH2:48][CH2:47][CH2:46]3)[CH:42]([CH3:44])[CH3:43])[C:32]=2[CH:51]=1. The product is [Br:27][C:28]1[CH:29]=[CH:30][C:31]2[O:35][C:34]3[C:36](=[O:37])[NH:38][C:40]([CH:41]([N:45]4[CH2:49][CH2:48][CH2:47][CH2:46]4)[CH:42]([CH3:44])[CH3:43])=[N:39][C:33]=3[C:32]=2[CH:51]=1. The catalyst is [I-].C([N+](CCCC)(CCCC)CCCC)CCC. The yield is 0.400.